Dataset: Catalyst prediction with 721,799 reactions and 888 catalyst types from USPTO. Task: Predict which catalyst facilitates the given reaction. Reactant: Cl[C:2]1[N:3]=[C:4]2[CH:11]=[CH:10][N:9]=[C:8]([Cl:12])[C:5]2=[N:6][CH:7]=1.[CH3:13][O-:14].[Na+].CO. Product: [Cl:12][C:8]1[C:5]2=[N:6][CH:7]=[C:2]([O:14][CH3:13])[N:3]=[C:4]2[CH:11]=[CH:10][N:9]=1. The catalyst class is: 35.